This data is from NCI-60 drug combinations with 297,098 pairs across 59 cell lines. The task is: Regression. Given two drug SMILES strings and cell line genomic features, predict the synergy score measuring deviation from expected non-interaction effect. Drug 1: CN1C2=C(C=C(C=C2)N(CCCl)CCCl)N=C1CCCC(=O)O.Cl. Drug 2: CCCCCOC(=O)NC1=NC(=O)N(C=C1F)C2C(C(C(O2)C)O)O. Cell line: IGROV1. Synergy scores: CSS=2.16, Synergy_ZIP=-1.45, Synergy_Bliss=-3.74, Synergy_Loewe=0.177, Synergy_HSA=-1.83.